This data is from Forward reaction prediction with 1.9M reactions from USPTO patents (1976-2016). The task is: Predict the product of the given reaction. (1) Given the reactants C(OC(=O)[NH:7][C:8]1[CH:13]=[C:12]([Cl:14])[C:11]([C:15]([F:18])([F:17])[F:16])=[CH:10][C:9]=1[NH:19][C:20](=[O:38])[CH2:21][C:22]([C:24]1[CH:29]=[CH:28][CH:27]=[C:26]([C:30]2[CH:35]=[CH:34][N:33]=[C:32]([CH2:36][CH3:37])[CH:31]=2)[CH:25]=1)=O)(C)(C)C.C(O)(C(F)(F)F)=O, predict the reaction product. The product is: [Cl:14][C:12]1[C:11]([C:15]([F:17])([F:18])[F:16])=[CH:10][C:9]2[NH:19][C:20](=[O:38])[CH2:21][C:22]([C:24]3[CH:29]=[CH:28][CH:27]=[C:26]([C:30]4[CH:35]=[CH:34][N:33]=[C:32]([CH2:36][CH3:37])[CH:31]=4)[CH:25]=3)=[N:7][C:8]=2[CH:13]=1. (2) Given the reactants [N:1]1([CH2:5][CH2:6][CH2:7][CH2:8][CH2:9][N:10]2[C:18]([O:19][CH3:20])=[N:17][C:16]3[C:11]2=[N:12][C:13]([O:22][CH2:23][CH2:24][CH2:25][CH3:26])=[N:14][C:15]=3[NH2:21])[CH2:4][CH2:3][CH2:2]1.[CH2:27](OC1N=C2C(N=C(OC)N2CCCCCCl)=C(N)N=1)CCC.N1CCCC1, predict the reaction product. The product is: [CH2:23]([O:22][C:13]1[N:12]=[C:11]2[C:16]([N:17]=[C:18]([O:19][CH3:20])[N:10]2[CH2:9][CH2:8][CH2:7][CH2:6][CH2:5][N:1]2[CH2:27][CH2:2][CH2:3][CH2:4]2)=[C:15]([NH2:21])[N:14]=1)[CH2:24][CH2:25][CH3:26]. (3) Given the reactants [BH4-].[Na+].[F:3][C:4]1[CH:5]=[C:6]([CH:9]=[C:10]([F:23])[C:11]=1[O:12][C:13]1[CH:18]=[CH:17][N:16]=[C:15]([C:19]([F:22])([F:21])[F:20])[CH:14]=1)[CH:7]=[O:8], predict the reaction product. The product is: [F:3][C:4]1[CH:5]=[C:6]([CH2:7][OH:8])[CH:9]=[C:10]([F:23])[C:11]=1[O:12][C:13]1[CH:18]=[CH:17][N:16]=[C:15]([C:19]([F:20])([F:21])[F:22])[CH:14]=1. (4) Given the reactants [CH3:1][N:2]1[C:6]2=[CH:7][CH:8]=[C:9]3[C:14]([N:13]=[C:12]([C:15]4[CH:21]=[CH:20][C:18]([NH2:19])=[CH:17][CH:16]=4)[N:11]=[C:10]3[N:22]3[CH2:27][CH2:26][O:25][CH2:24][CH2:23]3)=[C:5]2[CH:4]=[CH:3]1.CCN(CC)CC.[C:35](Cl)(=[O:37])[CH3:36], predict the reaction product. The product is: [CH3:1][N:2]1[C:6]2=[CH:7][CH:8]=[C:9]3[C:14]([N:13]=[C:12]([C:15]4[CH:16]=[CH:17][C:18]([NH:19][C:35](=[O:37])[CH3:36])=[CH:20][CH:21]=4)[N:11]=[C:10]3[N:22]3[CH2:27][CH2:26][O:25][CH2:24][CH2:23]3)=[C:5]2[CH:4]=[CH:3]1. (5) Given the reactants [Br:1][C:2]1[C:3]([CH3:14])=[N:4][NH:5][C:6]=1[C:7]1[CH:12]=[CH:11][C:10]([F:13])=[CH:9][CH:8]=1.[O:15]1[CH2:19][CH2:18][CH:17](CO)[CH2:16]1.[C:22]1(P(C2C=CC=CC=2)C2C=CC=CC=2)C=CC=CC=1.N(C(OC(C)C)=O)=NC(OC(C)C)=O, predict the reaction product. The product is: [Br:1][C:2]1[C:3]([CH3:14])=[N:4][N:5]([CH2:22][CH:16]2[CH2:17][CH2:18][CH2:19][O:15]2)[C:6]=1[C:7]1[CH:12]=[CH:11][C:10]([F:13])=[CH:9][CH:8]=1. (6) Given the reactants C([O:8][C:9]([C:11]1[N:12]([S:35]([C:38]2[CH:43]=[CH:42][C:41]([CH3:44])=[CH:40][CH:39]=2)(=[O:37])=[O:36])[CH:13]=[C:14]([C:16]2[CH:21]=[CH:20][CH:19]=[C:18]([C:22](=[O:34])[NH:23][C:24]3[CH:29]=[CH:28][CH:27]=[C:26]([C:30]([F:33])([F:32])[F:31])[CH:25]=3)[CH:17]=2)[CH:15]=1)=[O:10])C1C=CC=CC=1, predict the reaction product. The product is: [C:41]1([CH3:44])[CH:42]=[CH:43][C:38]([S:35]([N:12]2[CH:13]=[C:14]([C:16]3[CH:21]=[CH:20][CH:19]=[C:18]([C:22](=[O:34])[NH:23][C:24]4[CH:29]=[CH:28][CH:27]=[C:26]([C:30]([F:33])([F:31])[F:32])[CH:25]=4)[CH:17]=3)[CH:15]=[C:11]2[C:9]([OH:10])=[O:8])(=[O:37])=[O:36])=[CH:39][CH:40]=1.